This data is from Reaction yield outcomes from USPTO patents with 853,638 reactions. The task is: Predict the reaction yield, written as a fraction of the theoretical maximum amount of product (1.0 means a 100% yield; for example, 0.34 means a 34% yield). (1) The reactants are Br[C:2]1[C:7]([N:8]([CH2:22][O:23][CH3:24])[S:9]([C:12]2[CH:17]=[CH:16][C:15]([C:18]([CH3:21])([CH3:20])[CH3:19])=[CH:14][CH:13]=2)(=[O:11])=[O:10])=[CH:6][C:5]([Cl:25])=[CH:4][N:3]=1.[F:26][C:27]1[N:32]=[CH:31][C:30]([CH:33]=[O:34])=[CH:29][CH:28]=1. No catalyst specified. The product is [C:18]([C:15]1[CH:16]=[CH:17][C:12]([S:9]([N:8]([C:7]2[C:2]([C:33]([C:30]3[CH:31]=[N:32][C:27]([F:26])=[CH:28][CH:29]=3)=[O:34])=[N:3][CH:4]=[C:5]([Cl:25])[CH:6]=2)[CH2:22][O:23][CH3:24])(=[O:11])=[O:10])=[CH:13][CH:14]=1)([CH3:21])([CH3:20])[CH3:19]. The yield is 0.380. (2) The reactants are [CH2:1]([OH:5])[CH2:2][CH2:3][CH3:4].[Cl:6][C:7]1[CH:8]=[C:9]2[CH:15]=[CH:14][N:13]([C:16]3[N:20]([CH3:21])[N:19]=[C:18]([C:22]([F:25])([F:24])[F:23])[C:17]=3[CH2:26][CH2:27][S:28]([NH2:31])(=[O:30])=[O:29])[C:10]2=[N:11][CH:12]=1.N12CCCN=C1CCCCC2.[Cl-].[NH4+].CN(C)[CH:47]=[O:48]. The catalyst is CN(C)C1C=CN=CC=1. The product is [Cl:6][C:7]1[CH:8]=[C:9]2[CH:15]=[CH:14][N:13]([C:16]3[N:20]([CH3:21])[N:19]=[C:18]([C:22]([F:23])([F:25])[F:24])[C:17]=3[CH2:26][CH2:27][S:28]([NH:31][C:47](=[O:48])[O:5][CH2:1][CH2:2][CH2:3][CH3:4])(=[O:30])=[O:29])[C:10]2=[N:11][CH:12]=1. The yield is 0.300. (3) The reactants are [CH3:1][N:2]([CH3:32])[C@H:3]1[CH2:8][CH2:7][C@H:6]([N:9]([CH2:30][CH3:31])[C:10]2[C:11]([CH3:29])=[C:12]([CH:17]=[C:18](B3OC(C)(C)C(C)(C)O3)[CH:19]=2)[C:13]([O:15][CH3:16])=[O:14])[CH2:5][CH2:4]1.Br[C:34]1[CH:39]=[N:38][C:37]([CH3:40])=[CH:36][N:35]=1.[O-]P([O-])([O-])=O.[K+].[K+].[K+]. The catalyst is O1CCOCC1.O.O.C1C=CC(P(C2C=CC=CC=2)[C-]2C=CC=C2)=CC=1.C1C=CC(P(C2C=CC=CC=2)[C-]2C=CC=C2)=CC=1.Cl[Pd]Cl.[Fe+2]. The product is [CH3:1][N:2]([CH3:32])[C@H:3]1[CH2:8][CH2:7][C@H:6]([N:9]([CH2:30][CH3:31])[C:10]2[C:11]([CH3:29])=[C:12]([CH:17]=[C:18]([C:34]3[CH:39]=[N:38][C:37]([CH3:40])=[CH:36][N:35]=3)[CH:19]=2)[C:13]([O:15][CH3:16])=[O:14])[CH2:5][CH2:4]1. The yield is 0.732. (4) The yield is 0.650. The product is [CH3:53][O:54][C:55]1[CH:60]=[CH:59][C:58]([C:61]2[CH:66]=[CH:65][CH:64]=[C:63]([NH:67][C:24]([C:19]3[C:20](=[O:23])[O:21][C:22]4[C:17]([CH:18]=3)=[CH:16][CH:15]=[CH:14][C:13]=4[O:12][C:11]([F:10])([F:28])[F:27])=[O:26])[CH:62]=2)=[CH:57][C:56]=1[CH3:68]. The reactants are CCN(C(C)C)C(C)C.[F:10][C:11]([F:28])([F:27])[O:12][C:13]1[CH:14]=[CH:15][CH:16]=[C:17]2[C:22]=1[O:21][C:20](=[O:23])[C:19]([C:24]([OH:26])=O)=[CH:18]2.CN(C(ON1N=NC2C=CC=NC1=2)=[N+](C)C)C.F[P-](F)(F)(F)(F)F.[CH3:53][O:54][C:55]1[CH:60]=[CH:59][C:58]([C:61]2[CH:66]=[CH:65][CH:64]=[C:63]([NH2:67])[CH:62]=2)=[CH:57][C:56]=1[CH3:68]. The catalyst is CN(C=O)C. (5) The reactants are [Br:1][C:2]1[CH:3]=[CH:4][C:5]([C:11]([F:14])([F:13])[F:12])=[C:6]([CH:10]=1)[C:7]([OH:9])=O.N[C:16]1(C)[CH:25]=[C:24](C)[CH:23]=[C:18]([C:19]([O:21][CH3:22])=[O:20])[CH2:17]1.C[N:29]([CH3:31])C.[CH3:32]CCP1(OP(CCC)(=O)OP(CCC)(=O)O1)=O. The catalyst is C(Cl)Cl. The product is [Br:1][C:2]1[CH:3]=[CH:4][C:5]([C:11]([F:14])([F:13])[F:12])=[C:6]([CH:10]=1)[C:7]([NH:29][C:31]1[C:17]([CH3:32])=[C:18]([CH:23]=[CH:24][C:25]=1[CH3:16])[C:19]([O:21][CH3:22])=[O:20])=[O:9]. The yield is 0.390. (6) The reactants are C(OP(O[CH2:9][CH3:10])OCC)C.[Br-].[CH3:12][O-:13].[Na+].[Si]([O:22][CH2:23][CH2:24][CH2:25][CH2:26][CH2:27][CH2:28][CH2:29][CH2:30][CH2:31][CH2:32][CH2:33][CH2:34][CH2:35][CH2:36][C:37]1[C:44]([O:45][CH3:46])=[CH:43][C:40]([CH:41]=O)=[CH:39][C:38]=1[O:47][CH3:48])(C(C)(C)C)(C)C.Cl.[Cl-].[K+]. The catalyst is CN(C)C=O. The product is [CH3:12][O:13][C:10]1[CH:9]=[CH:38][C:37](/[CH:44]=[CH:41]/[C:40]2[CH:39]=[C:38]([O:47][CH3:48])[C:37]([CH2:36][CH2:35][CH2:34][CH2:33][CH2:32][CH2:31][CH2:30][CH2:29][CH2:28][CH2:27][CH2:26][CH2:25][CH2:24][CH2:23][OH:22])=[C:44]([O:45][CH3:46])[CH:43]=2)=[CH:36][CH:35]=1. The yield is 0.690. (7) The reactants are [Cl:1][C:2]1[CH:10]=[C:9]2[C:5]([C:6]([C:16](=[O:21])C(F)(F)F)=[CH:7][N:8]2[CH2:11][C:12]([NH:14][CH3:15])=[O:13])=[CH:4][CH:3]=1.C[Si](C)(C)[O-:24].[Na+]. The catalyst is ClCCCl. The product is [Cl:1][C:2]1[CH:10]=[C:9]2[C:5]([C:6]([C:16]([OH:21])=[O:24])=[CH:7][N:8]2[CH2:11][C:12](=[O:13])[NH:14][CH3:15])=[CH:4][CH:3]=1. The yield is 0.270.